Dataset: Forward reaction prediction with 1.9M reactions from USPTO patents (1976-2016). Task: Predict the product of the given reaction. (1) Given the reactants C([N-]C(C)C)(C)C.[Li+].[C:9]([C:13]1[CH:18]=[CH:17][C:16]([C:19](=[O:21])[CH3:20])=[CH:15][CH:14]=1)([CH3:12])([CH3:11])[CH3:10].[CH3:22][O:23][C:24]1[CH:31]=[CH:30][C:27]([CH:28]=[O:29])=[CH:26][CH:25]=1.[NH4+].[Cl-], predict the reaction product. The product is: [CH3:22][O:23][C:24]1[CH:31]=[CH:30][C:27]([CH:28]([OH:29])[CH2:20][C:19]([C:16]2[CH:15]=[CH:14][C:13]([C:9]([CH3:12])([CH3:10])[CH3:11])=[CH:18][CH:17]=2)=[O:21])=[CH:26][CH:25]=1. (2) Given the reactants [NH2:1][C:2]1[C:3]([C:9]([NH:11][C@H:12]2[CH2:17][CH2:16][CH2:15][N:14]([C:18]([O:20][C:21]([CH3:24])([CH3:23])[CH3:22])=[O:19])[CH2:13]2)=[O:10])=[N:4][C:5](Br)=[CH:6][N:7]=1.[OH:25][CH2:26][C:27]1[CH:28]=[C:29](B(O)O)[CH:30]=[CH:31][CH:32]=1.C([O-])([O-])=O.[K+].[K+].O, predict the reaction product. The product is: [NH2:1][C:2]1[C:3]([C:9]([NH:11][C@H:12]2[CH2:17][CH2:16][CH2:15][N:14]([C:18]([O:20][C:21]([CH3:24])([CH3:23])[CH3:22])=[O:19])[CH2:13]2)=[O:10])=[N:4][C:5]([C:31]2[CH:30]=[CH:29][CH:28]=[C:27]([CH2:26][OH:25])[CH:32]=2)=[CH:6][N:7]=1.